Predict the reactants needed to synthesize the given product. From a dataset of Full USPTO retrosynthesis dataset with 1.9M reactions from patents (1976-2016). (1) Given the product [S:1]([N:11]1[C:19]2[N:18]=[CH:17][C:16]3[N:15]([C:22]([NH2:24])=[CH:21][N:20]=3)[C:14]=2[CH:13]=[CH:12]1)([C:4]1[CH:10]=[CH:9][C:7]([CH3:8])=[CH:6][CH:5]=1)(=[O:3])=[O:2], predict the reactants needed to synthesize it. The reactants are: [S:1]([N:11]1[C:19]2[C:14](=[N:15][C:16]([NH:20][CH2:21][C:22]([NH2:24])=O)=[CH:17][N:18]=2)[CH:13]=[CH:12]1)([C:4]1[CH:10]=[CH:9][C:7]([CH3:8])=[CH:6][CH:5]=1)(=[O:3])=[O:2].O=P(Cl)(Cl)Cl. (2) Given the product [C:1]([O:5][C:6]([N:8]1[CH2:13][CH2:12][N:11]([CH2:14][C:15]2[CH:20]=[CH:19][CH:18]=[C:17]([CH2:21][CH2:22][C:23]3[CH:28]=[CH:27][CH:26]=[CH:25][C:24]=3[CH3:29])[CH:16]=2)[CH2:10][CH2:9]1)=[O:7])([CH3:4])([CH3:3])[CH3:2], predict the reactants needed to synthesize it. The reactants are: [C:1]([O:5][C:6]([N:8]1[CH2:13][CH2:12][N:11]([CH2:14][C:15]2[CH:20]=[CH:19][CH:18]=[C:17]([C:21]#[C:22][C:23]3[CH:28]=[CH:27][CH:26]=[CH:25][C:24]=3[CH3:29])[CH:16]=2)[CH2:10][CH2:9]1)=[O:7])([CH3:4])([CH3:3])[CH3:2]. (3) The reactants are: [F:1][C:2]1[CH:7]=[CH:6][C:5]([C:8]2[N:13]=[C:12]([C:14]([OH:16])=O)[CH:11]=[CH:10][CH:9]=2)=[CH:4][CH:3]=1.[CH2:17]([O:19][C:20](=[O:30])[CH2:21][O:22][C:23]1[CH:28]=[CH:27][CH:26]=[C:25]([NH2:29])[CH:24]=1)[CH3:18]. Given the product [CH2:17]([O:19][C:20](=[O:30])[CH2:21][O:22][C:23]1[CH:28]=[CH:27][CH:26]=[C:25]([NH:29][C:14]([C:12]2[CH:11]=[CH:10][CH:9]=[C:8]([C:5]3[CH:4]=[CH:3][C:2]([F:1])=[CH:7][CH:6]=3)[N:13]=2)=[O:16])[CH:24]=1)[CH3:18], predict the reactants needed to synthesize it. (4) The reactants are: [H-].[Na+].[CH3:3][O:4][C:5]1[CH:6]=[CH:7][C:8]([C@H:11]2[CH2:13][C@@H:12]2[CH2:14][O:15][C:16]2[C:21]([CH2:22][OH:23])=[CH:20][N:19]=[C:18]([CH3:24])[N:17]=2)=[N:9][CH:10]=1.Cl[C:26]1[CH:31]=[CH:30][CH:29]=[CH:28][N:27]=1. Given the product [CH3:3][O:4][C:5]1[CH:6]=[CH:7][C:8]([C@H:11]2[CH2:13][C@@H:12]2[CH2:14][O:15][C:16]2[C:21]([CH2:22][O:23][C:26]3[CH:31]=[CH:30][CH:29]=[CH:28][N:27]=3)=[CH:20][N:19]=[C:18]([CH3:24])[N:17]=2)=[N:9][CH:10]=1, predict the reactants needed to synthesize it. (5) Given the product [CH:10]1([C:13]([N:20]2[CH2:21][CH2:22][CH2:23][N:17]([C:24]([C:26]3[CH:27]=[C:28]4[NH:37][C:36](=[O:38])[C:35]5[C:30](=[CH:31][CH:32]=[CH:33][CH:34]=5)[N:29]4[CH:39]=3)=[O:25])[CH2:18][CH2:19]2)=[O:14])[CH2:12][CH2:11]1, predict the reactants needed to synthesize it. The reactants are: C(N(C(C)C)CC)(C)C.[CH:10]1([C:13](Cl)=[O:14])[CH2:12][CH2:11]1.Cl.[N:17]1([C:24]([C:26]2[CH:27]=[C:28]3[NH:37][C:36](=[O:38])[C:35]4[C:30](=[CH:31][CH:32]=[CH:33][CH:34]=4)[N:29]3[CH:39]=2)=[O:25])[CH2:23][CH2:22][CH2:21][NH:20][CH2:19][CH2:18]1.